Task: Predict the product of the given reaction.. Dataset: Forward reaction prediction with 1.9M reactions from USPTO patents (1976-2016) Given the reactants [Cl:1][C:2]1[CH:3]=[C:4]([CH:7]=[C:8]([Cl:10])[CH:9]=1)[CH:5]=[O:6].[F:11][C:12]([Si](C)(C)C)([F:14])[F:13].[F-].C([N+](CCCC)(CCCC)CCCC)CCC, predict the reaction product. The product is: [Cl:1][C:2]1[CH:3]=[C:4]([CH:5]([OH:6])[C:12]([F:14])([F:13])[F:11])[CH:7]=[C:8]([Cl:10])[CH:9]=1.